This data is from Reaction yield outcomes from USPTO patents with 853,638 reactions. The task is: Predict the reaction yield, written as a fraction of the theoretical maximum amount of product (1.0 means a 100% yield; for example, 0.34 means a 34% yield). (1) The reactants are [O:1]1[C:5]2[CH:6]=[CH:7][C:8]([C:10]3[C:15]([CH:16]([CH2:21][CH2:22][CH3:23])[C:17]([O:19]C)=[O:18])=[C:14]([CH3:24])[N:13]=[C:12]([C:25]4[CH:30]=[CH:29][CH:28]=[CH:27][CH:26]=4)[N:11]=3)=[CH:9][C:4]=2[CH:3]=[CH:2]1.[OH-].[Na+]. The catalyst is CO. The product is [O:1]1[C:5]2[CH:6]=[CH:7][C:8]([C:10]3[C:15]([CH:16]([CH2:21][CH2:22][CH3:23])[C:17]([OH:19])=[O:18])=[C:14]([CH3:24])[N:13]=[C:12]([C:25]4[CH:26]=[CH:27][CH:28]=[CH:29][CH:30]=4)[N:11]=3)=[CH:9][C:4]=2[CH:3]=[CH:2]1. The yield is 0.810. (2) The reactants are [NH2:1][N:2]1[CH2:7][CH2:6][CH2:5][CH2:4][CH2:3]1.C(N(CC)CC)C.[Cl:15][C:16]1[CH:21]=[CH:20][C:19]([CH:22]2[N:26]([C:27]3[CH:32]=[CH:31][C:30]([Cl:33])=[CH:29][C:28]=3[Cl:34])[N:25]=[C:24]([C:35](Cl)=[O:36])[CH2:23]2)=[CH:18][CH:17]=1. The yield is 0.570. The product is [N:2]1([NH:1][C:35]([C:24]2[CH2:23][CH:22]([C:19]3[CH:20]=[CH:21][C:16]([Cl:15])=[CH:17][CH:18]=3)[N:26]([C:27]3[CH:32]=[CH:31][C:30]([Cl:33])=[CH:29][C:28]=3[Cl:34])[N:25]=2)=[O:36])[CH2:7][CH2:6][CH2:5][CH2:4][CH2:3]1. The catalyst is C(Cl)Cl. (3) The reactants are [CH2:1]([O:8][C:9]1[CH:14]=[CH:13][C:12]([OH:15])=[CH:11][CH:10]=1)[C:2]1[CH:7]=[CH:6][CH:5]=[CH:4][CH:3]=1.C([O-])([O-])=O.[Cs+].[Cs+].I[C:23]1[CH:28]=[CH:27][N:26]=[CH:25][CH:24]=1.COCCOCCOC. The catalyst is [Cu]I.O1CCOCC1. The product is [CH2:1]([O:8][C:9]1[CH:10]=[CH:11][C:12]([O:15][C:23]2[CH:28]=[CH:27][N:26]=[CH:25][CH:24]=2)=[CH:13][CH:14]=1)[C:2]1[CH:3]=[CH:4][CH:5]=[CH:6][CH:7]=1. The yield is 0.570.